Dataset: Full USPTO retrosynthesis dataset with 1.9M reactions from patents (1976-2016). Task: Predict the reactants needed to synthesize the given product. (1) Given the product [NH2:29][CH2:28][C:13]1([C:11]([NH:10][C@@H:8]([C:5]2[CH:4]=[CH:3][C:2]([Cl:1])=[CH:7][CH:6]=2)[CH3:9])=[O:12])[CH2:14][CH2:15][N:16]([C:19]2[C:20]3[CH:27]=[CH:26][NH:25][C:21]=3[N:22]=[CH:23][N:24]=2)[CH2:17][CH2:18]1, predict the reactants needed to synthesize it. The reactants are: [Cl:1][C:2]1[CH:7]=[CH:6][C:5]([C@H:8]([NH:10][C:11]([C:13]2([C:28]#[N:29])[CH2:18][CH2:17][N:16]([C:19]3[C:20]4[CH:27]=[CH:26][NH:25][C:21]=4[N:22]=[CH:23][N:24]=3)[CH2:15][CH2:14]2)=[O:12])[CH3:9])=[CH:4][CH:3]=1.[OH-].[NH4+]. (2) Given the product [C:1]([O:5][C:6](=[O:30])[NH:7][C:8]([CH3:29])([CH3:28])[CH2:9][N:10]1[C:15](=[O:16])[N:14]([CH2:40][C:39]2[C:42]([C:46]([F:47])([F:49])[F:48])=[CH:43][CH:44]=[CH:45][C:38]=2[F:37])[C:13](=[O:17])[N:12]([C:18]2[CH:23]=[CH:22][CH:21]=[C:20]([O:24][CH3:25])[C:19]=2[F:26])[C:11]1=[O:27])([CH3:4])([CH3:2])[CH3:3], predict the reactants needed to synthesize it. The reactants are: [C:1]([O:5][C:6](=[O:30])[NH:7][C:8]([CH3:29])([CH3:28])[CH2:9][N:10]1[C:15](=[O:16])[NH:14][C:13](=[O:17])[N:12]([C:18]2[CH:23]=[CH:22][CH:21]=[C:20]([O:24][CH3:25])[C:19]=2[F:26])[C:11]1=[O:27])([CH3:4])([CH3:3])[CH3:2].C([O-])([O-])=O.[K+].[K+].[F:37][C:38]1[CH:45]=[CH:44][CH:43]=[C:42]([C:46]([F:49])([F:48])[F:47])[C:39]=1[CH2:40]Br. (3) The reactants are: C([O:3][C:4](=[O:36])[CH2:5][N:6]([S:30]([N:33]([CH3:35])[CH3:34])(=[O:32])=[O:31])[CH2:7][C:8]1[CH:13]=[CH:12][C:11]([O:14][CH2:15][C:16]2[N:17]=[C:18]([C:24]3[CH:29]=[CH:28][CH:27]=[CH:26][CH:25]=3)[O:19][C:20]=2[CH:21]([CH3:23])[CH3:22])=[CH:10][CH:9]=1)C.O.[OH-].[Li+]. Given the product [CH3:34][N:33]([S:30]([N:6]([CH2:5][C:4]([OH:36])=[O:3])[CH2:7][C:8]1[CH:9]=[CH:10][C:11]([O:14][CH2:15][C:16]2[N:17]=[C:18]([C:24]3[CH:29]=[CH:28][CH:27]=[CH:26][CH:25]=3)[O:19][C:20]=2[CH:21]([CH3:23])[CH3:22])=[CH:12][CH:13]=1)(=[O:31])=[O:32])[CH3:35], predict the reactants needed to synthesize it.